This data is from Catalyst prediction with 721,799 reactions and 888 catalyst types from USPTO. The task is: Predict which catalyst facilitates the given reaction. Reactant: [SH:1][C:2]1[N:3]([CH3:22])[C:4]([C:7]2[CH:12]=[CH:11][N:10]([CH2:13][O:14][CH2:15][CH2:16][Si:17]([CH3:20])([CH3:19])[CH3:18])[C:9](=[O:21])[CH:8]=2)=[N:5][N:6]=1.[OH-].[Na+].[CH2:25](O)C.IC. Product: [CH3:22][N:3]1[C:2]([S:1][CH3:25])=[N:6][N:5]=[C:4]1[C:7]1[CH:12]=[CH:11][N:10]([CH2:13][O:14][CH2:15][CH2:16][Si:17]([CH3:19])([CH3:18])[CH3:20])[C:9](=[O:21])[CH:8]=1. The catalyst class is: 6.